Dataset: Peptide-MHC class II binding affinity with 134,281 pairs from IEDB. Task: Regression. Given a peptide amino acid sequence and an MHC pseudo amino acid sequence, predict their binding affinity value. This is MHC class II binding data. (1) The peptide sequence is KEPIVGAETFYVDGA. The MHC is DRB1_0401 with pseudo-sequence DRB1_0401. The binding affinity (normalized) is 0.710. (2) The peptide sequence is IVEFAKLAKQFEERDAVLLG. The MHC is DRB1_1502 with pseudo-sequence DRB1_1502. The binding affinity (normalized) is 0.451. (3) The peptide sequence is YGRIAECILGMNPSR. The binding affinity (normalized) is 0.523. The MHC is HLA-DPA10201-DPB10101 with pseudo-sequence HLA-DPA10201-DPB10101. (4) The peptide sequence is SLSELTDALRTLGST. The MHC is DRB1_1302 with pseudo-sequence DRB1_1302. The binding affinity (normalized) is 0. (5) The binding affinity (normalized) is 0.528. The peptide sequence is EYIEAAKWLLPPPKV. The MHC is DRB1_0701 with pseudo-sequence DRB1_0701. (6) The peptide sequence is WTQSLRRGLSAWTTS. The MHC is DRB1_0802 with pseudo-sequence DRB1_0802. The binding affinity (normalized) is 0.428.